From a dataset of Forward reaction prediction with 1.9M reactions from USPTO patents (1976-2016). Predict the product of the given reaction. (1) The product is: [F:49][C:2]([F:48])([F:1])[C:3]1[CH:4]=[C:5]([CH:41]=[C:42]([C:44]([F:46])([F:47])[F:45])[CH:43]=1)[C:6]([N:8]1[CH2:12][C@@:11]([CH2:20][CH2:21][N:22]2[CH2:27][CH2:26][C:25]3([C:35]4[C:30](=[CH:31][CH:32]=[CH:33][CH:34]=4)[CH2:29][C@@H:28]3[O:36][CH2:37][C:38]([N:52]([CH3:53])[CH2:55][CH2:56][CH2:64][NH:65][CH3:66])=[O:39])[CH2:24][CH2:23]2)([C:13]2[CH:18]=[CH:17][C:16]([F:19])=[CH:15][CH:14]=2)[O:10][CH2:9]1)=[O:7]. Given the reactants [F:1][C:2]([F:49])([F:48])[C:3]1[CH:4]=[C:5]([CH:41]=[C:42]([C:44]([F:47])([F:46])[F:45])[CH:43]=1)[C:6]([N:8]1[CH2:12][C@@:11]([CH2:20][CH2:21][N:22]2[CH2:27][CH2:26][C:25]3([C:35]4[C:30](=[CH:31][CH:32]=[CH:33][CH:34]=4)[CH2:29][C@@H:28]3[O:36][CH2:37][C:38](O)=[O:39])[CH2:24][CH2:23]2)([C:13]2[CH:18]=[CH:17][C:16]([F:19])=[CH:15][CH:14]=2)[O:10][CH2:9]1)=[O:7].C([N:52]([CH2:55][CH3:56])[CH2:53]C)C.C(Cl)(=O)C(C)(C)C.[CH3:64][NH:65][CH:66](NC)CC, predict the reaction product. (2) Given the reactants Cl.[F:2][C:3]([F:23])([F:22])[C:4]1[CH:9]=[CH:8][C:7]([C@@H:10]([C:12]2[C:17]([C:18]([F:21])([F:20])[F:19])=[CH:16][CH:15]=[CH:14][N:13]=2)[NH2:11])=[CH:6][CH:5]=1.CCN(C(C)C)C(C)C.[C:33](Cl)(=[O:37])[O:34][CH2:35][CH3:36], predict the reaction product. The product is: [F:23][C:3]([F:22])([F:2])[C:4]1[CH:5]=[CH:6][C:7]([C@H:10]([NH:11][C:33](=[O:37])[O:34][CH2:35][CH3:36])[C:12]2[C:17]([C:18]([F:21])([F:19])[F:20])=[CH:16][CH:15]=[CH:14][N:13]=2)=[CH:8][CH:9]=1. (3) Given the reactants [CH3:1][S:2](Cl)(=[O:4])=[O:3].[Br:6][C:7]1[CH:19]=[C:18]([F:20])[CH:17]=[CH:16][C:8]=1[O:9][CH:10]1[CH2:15][CH2:14][NH:13][CH2:12][CH2:11]1.C(N(CC)CC)C, predict the reaction product. The product is: [Br:6][C:7]1[CH:19]=[C:18]([F:20])[CH:17]=[CH:16][C:8]=1[O:9][CH:10]1[CH2:11][CH2:12][N:13]([S:2]([CH3:1])(=[O:4])=[O:3])[CH2:14][CH2:15]1. (4) Given the reactants [F:1][C:2]1[CH:7]=[C:6]([OH:8])[CH:5]=[CH:4][C:3]=1[NH:9][C:10](=[O:16])[O:11][C:12]([CH3:15])([CH3:14])[CH3:13].CC([O-])(C)C.[K+].[Cl:23][C:24]1[CH:29]=[C:28](F)[CH:27]=[CH:26][N:25]=1, predict the reaction product. The product is: [Cl:23][C:24]1[CH:29]=[C:28]([O:8][C:6]2[CH:5]=[CH:4][C:3]([NH:9][C:10](=[O:16])[O:11][C:12]([CH3:13])([CH3:15])[CH3:14])=[C:2]([F:1])[CH:7]=2)[CH:27]=[CH:26][N:25]=1.